From a dataset of Forward reaction prediction with 1.9M reactions from USPTO patents (1976-2016). Predict the product of the given reaction. (1) Given the reactants [CH3:1][N:2](C=O)C.[Br:6][C:7]1[C:15]2[C:10](=[CH:11][C:12]([C:16]3[CH:21]=[CH:20][CH:19]=[C:18]([N+:22]([O-:24])=[O:23])[CH:17]=3)=[CH:13][CH:14]=2)[N:9]([C:25]2[CH:30]=[C:29](Cl)[N:28]=[CH:27][N:26]=2)[CH:8]=1.Cl.CN.C(=O)([O-])[O-].[K+].[K+], predict the reaction product. The product is: [Br:6][C:7]1[C:15]2[C:10](=[CH:11][C:12]([C:16]3[CH:21]=[CH:20][CH:19]=[C:18]([N+:22]([O-:24])=[O:23])[CH:17]=3)=[CH:13][CH:14]=2)[N:9]([C:25]2[N:26]=[CH:27][N:28]=[C:29]([NH:2][CH3:1])[CH:30]=2)[CH:8]=1. (2) The product is: [Cl:32][C:29]1[CH:30]=[CH:31][C:26]([CH2:25][N:9]2[C:8]3[C:7](=[O:33])[N:6]([CH3:34])[C:5](=[O:35])[N:4]([CH2:3][CH2:2][N:38]([CH3:39])[CH3:37])[C:12]=3[N:11]=[C:10]2[O:13][C:14]2[CH:19]=[CH:18][CH:17]=[C:16]([O:20][C:21]([F:24])([F:23])[F:22])[CH:15]=2)=[CH:27][CH:28]=1. Given the reactants Br[CH2:2][CH2:3][N:4]1[C:12]2[N:11]=[C:10]([O:13][C:14]3[CH:19]=[CH:18][CH:17]=[C:16]([O:20][C:21]([F:24])([F:23])[F:22])[CH:15]=3)[N:9]([CH2:25][C:26]3[CH:31]=[CH:30][C:29]([Cl:32])=[CH:28][CH:27]=3)[C:8]=2[C:7](=[O:33])[N:6]([CH3:34])[C:5]1=[O:35].Cl.[CH3:37][NH:38][CH3:39].C(=O)([O-])[O-].[K+].[K+], predict the reaction product.